This data is from Forward reaction prediction with 1.9M reactions from USPTO patents (1976-2016). The task is: Predict the product of the given reaction. (1) Given the reactants [F:1][C:2]1[CH:39]=[CH:38][CH:37]=[CH:36][C:3]=1[O:4][C:5]1[CH:10]=[CH:9][C:8]([C:11]2[C:12]([CH2:22][N:23]([CH3:35])[CH2:24][CH2:25][N:26](C)[C:27](=O)OC(C)(C)C)=[N:13][N:14](C3CCCCO3)[CH:15]=2)=[CH:7][CH:6]=1.O.[C:41]([OH:47])([C:43]([F:46])([F:45])[F:44])=[O:42].CC#N, predict the reaction product. The product is: [F:44][C:43]([F:46])([F:45])[C:41]([OH:47])=[O:42].[F:1][C:2]1[CH:39]=[CH:38][CH:37]=[CH:36][C:3]=1[O:4][C:5]1[CH:6]=[CH:7][C:8]([C:11]2[C:12]([CH2:22][N:23]([CH3:35])[CH2:24][CH2:25][NH:26][CH3:27])=[N:13][NH:14][CH:15]=2)=[CH:9][CH:10]=1. (2) Given the reactants [Cl:1][C:2]1[CH:27]=[CH:26][C:5]([C:6]([NH:8][C@H:9]([C:20]2[CH:25]=[CH:24][CH:23]=[CH:22][CH:21]=2)[CH2:10][CH2:11][NH:12]C(=O)OC(C)(C)C)=[O:7])=[CH:4][C:3]=1[NH:28][C:29]([C:31]1[C:42](=[O:43])[NH:41][C:34]2[N:35]=[C:36]([O:39][CH3:40])[N:37]=[CH:38][C:33]=2[CH:32]=1)=[O:30].FC(F)(F)C(O)=O, predict the reaction product. The product is: [NH2:12][CH2:11][CH2:10][C@H:9]([NH:8][C:6]([C:5]1[CH:26]=[CH:27][C:2]([Cl:1])=[C:3]([NH:28][C:29]([C:31]2[C:42](=[O:43])[NH:41][C:34]3[N:35]=[C:36]([O:39][CH3:40])[N:37]=[CH:38][C:33]=3[CH:32]=2)=[O:30])[CH:4]=1)=[O:7])[C:20]1[CH:21]=[CH:22][CH:23]=[CH:24][CH:25]=1. (3) Given the reactants C(OC([N:11]1[C@@H:15]([CH3:16])[CH2:14][CH2:13][C@H:12]1[C:17]1[NH:18][C:19]([C:22]2[CH:35]=[C:34]3[O:36][CH2:37][C:31]4[C:32]5[C:33]3=[C:24]([CH2:25][O:26][C:27]=5[CH:28]=[C:29]([C:38]3[NH:42][C:41]([C@@H:43]5[CH2:47][C@H:46]([CH2:48][O:49][CH3:50])[CH2:45][N:44]5[C:51]([O:53][C:54]([CH3:57])([CH3:56])[CH3:55])=[O:52])=[N:40][CH:39]=3)[CH:30]=4)[CH:23]=2)=[CH:20][N:21]=1)=O)C1C=CC=CC=1.[CH3:58][O:59][C:60]([NH:62][C@@H:63]([CH:67]([CH3:69])[CH3:68])[C:64](O)=[O:65])=[O:61].CN(C(ON1N=NC2C=CC=NC1=2)=[N+](C)C)C.F[P-](F)(F)(F)(F)F.CN1CCOCC1, predict the reaction product. The product is: [CH3:58][O:59][C:60]([NH:62][C@@H:63]([CH:67]([CH3:69])[CH3:68])[C:64]([N:11]1[C@@H:15]([CH3:16])[CH2:14][CH2:13][C@H:12]1[C:17]1[NH:18][C:19]([C:22]2[CH:35]=[C:34]3[O:36][CH2:37][C:31]4[C:32]5[C:33]3=[C:24]([CH2:25][O:26][C:27]=5[CH:28]=[C:29]([C:38]3[NH:42][C:41]([C@@H:43]5[CH2:47][C@H:46]([CH2:48][O:49][CH3:50])[CH2:45][N:44]5[C:51]([O:53][C:54]([CH3:56])([CH3:55])[CH3:57])=[O:52])=[N:40][CH:39]=3)[CH:30]=4)[CH:23]=2)=[CH:20][N:21]=1)=[O:65])=[O:61]. (4) Given the reactants [Br:1][C:2]1[C:7]([O:8][CH2:9][O:10][CH3:11])=[CH:6][CH:5]=[CH:4][N:3]=1.[Li+].CC([N-]C(C)C)C.[CH2:20]([O:22]C=O)C, predict the reaction product. The product is: [Br:1][C:2]1[C:7]([O:8][CH2:9][O:10][CH3:11])=[C:6]([CH:20]=[O:22])[CH:5]=[CH:4][N:3]=1. (5) Given the reactants [C:1]([N:5]1[C:9]([C:10]2[CH:15]=[CH:14][C:13]([F:16])=[CH:12][CH:11]=2)=[C:8]([C:17]2[S:18][CH2:19][CH:20]([C:22](O)=[O:23])[N:21]=2)[CH:7]=[N:6]1)([CH3:4])([CH3:3])[CH3:2].[NH:25]1[C:34]2[CH2:33][CH2:32][NH:31][CH2:30][C:29]=2[CH:28]=[CH:27][C:26]1=[O:35], predict the reaction product. The product is: [C:1]([N:5]1[C:9]([C:10]2[CH:11]=[CH:12][C:13]([F:16])=[CH:14][CH:15]=2)=[C:8]([C:17]2[S:18][CH2:19][CH:20]([C:22]([N:31]3[CH2:32][CH2:33][C:34]4[NH:25][C:26](=[O:35])[CH:27]=[CH:28][C:29]=4[CH2:30]3)=[O:23])[N:21]=2)[CH:7]=[N:6]1)([CH3:2])([CH3:4])[CH3:3]. (6) Given the reactants [CH2:1]([O:3][C:4](=[O:29])[CH2:5][C:6]1[CH:11]=[CH:10][C:9]([O:12][CH3:13])=[C:8]([O:14][C:15]2[CH:20]=[CH:19][C:18]([NH2:21])=[CH:17][C:16]=2[CH2:22][N:23]([C:26](=[O:28])[CH3:27])[CH2:24][CH3:25])[CH:7]=1)[CH3:2].[Cl:30][C:31]1[CH:39]=[CH:38][C:34]([C:35](Cl)=[O:36])=[CH:33][CH:32]=1, predict the reaction product. The product is: [CH2:1]([O:3][C:4](=[O:29])[CH2:5][C:6]1[CH:11]=[CH:10][C:9]([O:12][CH3:13])=[C:8]([O:14][C:15]2[CH:20]=[CH:19][C:18]([NH:21][C:35](=[O:36])[C:34]3[CH:38]=[CH:39][C:31]([Cl:30])=[CH:32][CH:33]=3)=[CH:17][C:16]=2[CH2:22][N:23]([C:26](=[O:28])[CH3:27])[CH2:24][CH3:25])[CH:7]=1)[CH3:2].